The task is: Regression. Given a peptide amino acid sequence and an MHC pseudo amino acid sequence, predict their binding affinity value. This is MHC class I binding data.. This data is from Peptide-MHC class I binding affinity with 185,985 pairs from IEDB/IMGT. (1) The peptide sequence is QPTVTLLPA. The MHC is HLA-B35:01 with pseudo-sequence HLA-B35:01. The binding affinity (normalized) is 0.0619. (2) The peptide sequence is YQYIFLSFF. The MHC is HLA-A02:06 with pseudo-sequence HLA-A02:06. The binding affinity (normalized) is 0.366. (3) The peptide sequence is VCLSGEGWPY. The MHC is HLA-A26:01 with pseudo-sequence HLA-A26:01. The binding affinity (normalized) is 0. (4) The binding affinity (normalized) is 0.00956. The MHC is HLA-A68:01 with pseudo-sequence HLA-A68:01. The peptide sequence is FSDGTWRDEY. (5) The peptide sequence is FFLFPMAAY. The MHC is HLA-A26:01 with pseudo-sequence HLA-A26:01. The binding affinity (normalized) is 0.427. (6) The peptide sequence is EELKSLYNTI. The MHC is HLA-B08:01 with pseudo-sequence HLA-B08:01. The binding affinity (normalized) is 0.0847.